Dataset: Full USPTO retrosynthesis dataset with 1.9M reactions from patents (1976-2016). Task: Predict the reactants needed to synthesize the given product. (1) Given the product [CH3:12][NH:11][C:1]([C@@H:2]([O:3][S:27]([C:24]1[CH:25]=[CH:26][C:21]([CH3:31])=[CH:22][CH:23]=1)(=[O:29])=[O:28])[C:4]1[CH:9]=[CH:8][CH:7]=[CH:6][CH:5]=1)=[O:10], predict the reactants needed to synthesize it. The reactants are: [C:1]([NH2:11])(=[O:10])[CH:2]([C:4]1[CH:9]=[CH:8][CH:7]=[CH:6][CH:5]=1)[OH:3].[CH2:12](N(C(C)C)C(C)C)C.[C:21]1([CH3:31])[CH:26]=[CH:25][C:24]([S:27](Cl)(=[O:29])=[O:28])=[CH:23][CH:22]=1. (2) Given the product [CH3:25][O:26][C:27](=[O:30])[CH2:28][NH:1][C:2]1([CH2:6][C:7]([O:9][CH3:10])=[O:8])[CH2:5][CH2:4][CH2:3]1, predict the reactants needed to synthesize it. The reactants are: [NH2:1][C:2]1([CH2:6][C:7]([O:9][CH3:10])=[O:8])[CH2:5][CH2:4][CH2:3]1.C1COCC1.C(N(CC)C(C)C)(C)C.[CH3:25][O:26][C:27](=[O:30])[CH2:28]Br. (3) Given the product [CH3:1][O:2][C:3](=[O:31])[C@@H:4]([NH2:23])[CH2:5][C:6]1[CH:7]=[CH:8][C:9]([O:12][C:13]2[C:22]3[C:17](=[CH:18][N:19]=[CH:20][CH:21]=3)[CH:16]=[CH:15][N:14]=2)=[CH:10][CH:11]=1, predict the reactants needed to synthesize it. The reactants are: [CH3:1][O:2][C:3](=[O:31])[C@@H:4]([NH:23]C(OC(C)(C)C)=O)[CH2:5][C:6]1[CH:11]=[CH:10][C:9]([O:12][C:13]2[C:22]3[C:17](=[CH:18][N:19]=[CH:20][CH:21]=3)[CH:16]=[CH:15][N:14]=2)=[CH:8][CH:7]=1.FC(F)(F)C(O)=O. (4) Given the product [OH:36][C:29]1([C:9]2[C:8]([OH:11])=[CH:7][C:6]3[O:1][CH2:2][O:3][CH2:4][C:5]=3[CH:10]=2)[C:30]2[C:35](=[CH:34][CH:33]=[CH:32][CH:31]=2)[N:27]([CH2:26][C@H:22]2[CH2:23][CH2:24][CH2:25][O:21]2)[C:28]1=[O:37], predict the reactants needed to synthesize it. The reactants are: [O:1]1[C:6]2[CH:7]=[C:8]([OH:11])[CH:9]=[CH:10][C:5]=2[CH2:4][O:3][CH2:2]1.CC1C=C(O)C=CC=1C.[O:21]1[CH2:25][CH2:24][CH2:23][C@@H:22]1[CH2:26][N:27]1[C:35]2[C:30](=[CH:31][CH:32]=[CH:33][CH:34]=2)[C:29](=[O:36])[C:28]1=[O:37].C1(C(C2C=CC=CC=2)N2C3C(=CC=CC=3)C(=O)C2=O)C=CC=CC=1. (5) Given the product [I-:1].[NH:2]1[CH:6]=[CH:5][CH:4]=[C:3]1[CH2:7][P+:18]([CH3:25])([CH3:19])[CH3:12], predict the reactants needed to synthesize it. The reactants are: [I-:1].[NH:2]1[CH:6]=[CH:5][CH:4]=[C:3]1[CH2:7][N+](C)(C)C.[C:12]1([P:18]([C:25]2C=CC=CC=2)[C:19]2C=CC=CC=2)C=CC=CC=1. (6) Given the product [C:13]([O:17][C:18]([N:20]1[CH2:21][C@@H:7]([O:6][C:5](=[O:11])[NH:47][CH2:48][C:49]2[CH:54]=[CH:53][CH:52]=[CH:51][N:50]=2)[C@H:23]([CH2:25][N:26]([CH:43]([CH3:45])[CH3:44])[C:27](=[O:42])[C:28]2[CH:33]=[CH:32][C:31]([O:34][CH3:35])=[C:30]([O:36][CH2:37][CH2:38][CH2:39][O:40][CH3:41])[CH:29]=2)[CH2:24]1)=[O:19])([CH3:16])([CH3:14])[CH3:15], predict the reactants needed to synthesize it. The reactants are: ClC(Cl)(O[C:5](=[O:11])[O:6][C:7](Cl)(Cl)Cl)Cl.[C:13]([O:17][C:18]([N:20]1[CH2:24][C@@H:23]([CH2:25][N:26]([CH:43]([CH3:45])[CH3:44])[C:27](=[O:42])[C:28]2[CH:33]=[CH:32][C:31]([O:34][CH3:35])=[C:30]([O:36][CH2:37][CH2:38][CH2:39][O:40][CH3:41])[CH:29]=2)[C@H](O)[CH2:21]1)=[O:19])([CH3:16])([CH3:15])[CH3:14].[NH2:47][CH2:48][C:49]1[CH:54]=[CH:53][CH:52]=[CH:51][N:50]=1.